The task is: Predict the reactants needed to synthesize the given product.. This data is from Retrosynthesis with 50K atom-mapped reactions and 10 reaction types from USPTO. Given the product C=CC(C)(O)CCC=C(C)CCCC, predict the reactants needed to synthesize it. The reactants are: C=C[Mg+].CCCCC(C)=CCCC(C)=O.